This data is from Reaction yield outcomes from USPTO patents with 853,638 reactions. The task is: Predict the reaction yield, written as a fraction of the theoretical maximum amount of product (1.0 means a 100% yield; for example, 0.34 means a 34% yield). (1) The reactants are [Si:1]([O:8][CH:9]([C:26]1[S:27][CH2:28][CH:29]([C:31]([O:33][CH3:34])=[O:32])[N:30]=1)[CH2:10][O:11][C:12]1[CH:17]=[CH:16][C:15]([CH2:18][CH2:19][CH2:20][CH2:21][CH2:22][CH2:23][CH2:24][CH3:25])=[CH:14][CH:13]=1)([C:4]([CH3:7])([CH3:6])[CH3:5])([CH3:3])[CH3:2].BrC(Cl)(Cl)Cl.C1CCN2C(=NCCC2)CC1. The catalyst is C(Cl)Cl. The product is [Si:1]([O:8][CH:9]([C:26]1[S:27][CH:28]=[C:29]([C:31]([O:33][CH3:34])=[O:32])[N:30]=1)[CH2:10][O:11][C:12]1[CH:17]=[CH:16][C:15]([CH2:18][CH2:19][CH2:20][CH2:21][CH2:22][CH2:23][CH2:24][CH3:25])=[CH:14][CH:13]=1)([C:4]([CH3:5])([CH3:6])[CH3:7])([CH3:3])[CH3:2]. The yield is 0.820. (2) The reactants are C(OC([C@H:8]1[NH:13][C:12]([CH3:18])([C:14]([NH:16][NH2:17])=[O:15])[CH2:11][C:10](=[O:19])[N:9]1[CH3:20])=O)(C)(C)C.CC[N:23](CC)CC.[C:28]([C:30]1[CH:31]=[C:32]([CH:36]=[CH:37][CH:38]=1)[C:33](Cl)=O)#[N:29].S(Cl)(C1C=CC(C)=CC=1)(=O)=O. The catalyst is C(Cl)Cl.CN(C1C=CN=CC=1)C. The product is [NH:23]=[C:8]1[NH:13][C@@:12]([C:14]2[O:15][C:33]([C:32]3[CH:31]=[C:30]([CH:38]=[CH:37][CH:36]=3)[C:28]#[N:29])=[N:17][N:16]=2)([CH3:18])[CH2:11][C:10](=[O:19])[N:9]1[CH3:20]. The yield is 0.120. (3) The reactants are [Cl:1][CH:2](Cl)[C:3]1[O:4][CH2:5][CH:6]([C:8]([O:10][CH3:11])=[O:9])[N:7]=1.C[O-].[Na+].C12(CS(O)(=O)=O)C(C)(C)C(CC1)CC2=O. The catalyst is CO.C1(C)C=CC=CC=1. The product is [Cl:1][CH2:2][C:3]1[O:4][CH:5]=[C:6]([C:8]([O:10][CH3:11])=[O:9])[N:7]=1. The yield is 0.280. (4) The reactants are [CH2:1]([O:3][C:4](=O)[C:5]1[CH:10]=[CH:9][C:8]([C:11]#[C:12]C2C=C3C(=CC=2)N(C2CC2)CCC3(C)C)=[CH:7][CH:6]=1)C.[CH3:29][O:30][C:31](=[O:40])[CH2:32][C:33]1[CH:38]=[CH:37][C:36](I)=[CH:35][CH:34]=1.[CH2:41](N(CC)CC)[CH3:42]. The catalyst is [Cu]I.Cl[Pd](Cl)([P](C1C=CC=CC=1)(C1C=CC=CC=1)C1C=CC=CC=1)[P](C1C=CC=CC=1)(C1C=CC=CC=1)C1C=CC=CC=1. The product is [CH3:1][O:3][C:4]1([C:5]2[CH:6]=[CH:7][C:8]([C:11]#[C:12][C:36]3[CH:37]=[CH:38][C:33]([CH2:32][C:31]([O:30][CH3:29])=[O:40])=[CH:34][CH:35]=3)=[CH:9][CH:10]=2)[CH2:42][CH2:41]1. The yield is 0.780. (5) The reactants are [NH2:1][C:2]1[S:3][C:4]2[C:15](=[O:16])[CH2:14][CH2:13][CH2:12][C:5]=2[C:6]=1[C:7]([O:9]CC)=[O:8].[OH-].[Na+]. The catalyst is C(O)C. The product is [NH2:1][C:2]1[S:3][C:4]2[C:15](=[O:16])[CH2:14][CH2:13][CH2:12][C:5]=2[C:6]=1[C:7]([OH:9])=[O:8]. The yield is 0.298. (6) The catalyst is O. The yield is 0.676. The reactants are Cl.[C:2](Cl)(=[O:9])[C:3]1[CH:8]=[CH:7][N:6]=[CH:5][CH:4]=1.C(N(CC)CC)C.ClCCl.[F:21][C:22]1[CH:23]=[CH:24][C:25]([N:29]2[CH2:34][CH2:33][CH2:32][CH2:31][CH2:30]2)=[C:26]([CH:28]=1)[NH2:27]. The product is [F:21][C:22]1[CH:23]=[CH:24][C:25]([N:29]2[CH2:30][CH2:31][CH2:32][CH2:33][CH2:34]2)=[C:26]([NH:27][C:2](=[O:9])[C:3]2[CH:8]=[CH:7][N:6]=[CH:5][CH:4]=2)[CH:28]=1. (7) The reactants are [C:1]([O:5][C:6]([N:8]1[CH2:12][C@H:11]([NH:13][S:14]([C:17]2[CH:22]=[CH:21][C:20]([O:23][CH2:24][C:25]3[C:34]4[C:29](=[CH:30][CH:31]=[CH:32][CH:33]=4)[N:28]=[C:27]([CH3:35])[CH:26]=3)=[CH:19][CH:18]=2)(=[O:16])=[O:15])[C@H:10]([C:36](O)=[O:37])[CH2:9]1)=[O:7])([CH3:4])([CH3:3])[CH3:2].[NH2:39][OH:40]. No catalyst specified. The product is [OH:40][NH:39][C:36]([C@H:10]1[C@@H:11]([NH:13][S:14]([C:17]2[CH:22]=[CH:21][C:20]([O:23][CH2:24][C:25]3[C:34]4[C:29](=[CH:30][CH:31]=[CH:32][CH:33]=4)[N:28]=[C:27]([CH3:35])[CH:26]=3)=[CH:19][CH:18]=2)(=[O:16])=[O:15])[CH2:12][N:8]([C:6]([O:5][C:1]([CH3:2])([CH3:3])[CH3:4])=[O:7])[CH2:9]1)=[O:37]. The yield is 0.810. (8) The product is [CH:26]1([C:32]#[C:33][C:2]2[CH:23]=[CH:22][C:5]([C:6]([NH:8][S:9]([C:12]3[CH:17]=[CH:16][CH:15]=[CH:14][C:13]=3[S:18](=[O:21])(=[O:20])[NH2:19])(=[O:11])=[O:10])=[O:7])=[CH:4][C:3]=2[CH2:24][OH:25])[CH2:31][CH2:30][CH2:29][CH2:28][CH2:27]1. The reactants are Br[C:2]1[CH:23]=[CH:22][C:5]([C:6]([NH:8][S:9]([C:12]2[CH:17]=[CH:16][CH:15]=[CH:14][C:13]=2[S:18](=[O:21])(=[O:20])[NH2:19])(=[O:11])=[O:10])=[O:7])=[CH:4][C:3]=1[CH2:24][OH:25].[CH:26]1([C:32]#[CH:33])[CH2:31][CH2:30][CH2:29][CH2:28][CH2:27]1. The yield is 0.320. No catalyst specified.